From a dataset of NCI-60 drug combinations with 297,098 pairs across 59 cell lines. Regression. Given two drug SMILES strings and cell line genomic features, predict the synergy score measuring deviation from expected non-interaction effect. (1) Drug 2: CC1=C2C(C(=O)C3(C(CC4C(C3C(C(C2(C)C)(CC1OC(=O)C(C(C5=CC=CC=C5)NC(=O)OC(C)(C)C)O)O)OC(=O)C6=CC=CC=C6)(CO4)OC(=O)C)O)C)O. Drug 1: CC1=C2C(C(=O)C3(C(CC4C(C3C(C(C2(C)C)(CC1OC(=O)C(C(C5=CC=CC=C5)NC(=O)OC(C)(C)C)O)O)OC(=O)C6=CC=CC=C6)(CO4)OC(=O)C)OC)C)OC. Synergy scores: CSS=73.7, Synergy_ZIP=3.59, Synergy_Bliss=2.96, Synergy_Loewe=-1.22, Synergy_HSA=4.70. Cell line: K-562. (2) Drug 1: CC1=CC=C(C=C1)C2=CC(=NN2C3=CC=C(C=C3)S(=O)(=O)N)C(F)(F)F. Drug 2: C1C(C(OC1N2C=NC3=C2NC=NCC3O)CO)O. Cell line: HL-60(TB). Synergy scores: CSS=7.06, Synergy_ZIP=-2.19, Synergy_Bliss=-0.757, Synergy_Loewe=-0.0893, Synergy_HSA=0.0174. (3) Drug 1: C1=NC2=C(N=C(N=C2N1C3C(C(C(O3)CO)O)O)F)N. Drug 2: CN1C(=O)N2C=NC(=C2N=N1)C(=O)N. Cell line: HCT-15. Synergy scores: CSS=-3.73, Synergy_ZIP=14.3, Synergy_Bliss=28.8, Synergy_Loewe=3.63, Synergy_HSA=7.65.